From a dataset of Forward reaction prediction with 1.9M reactions from USPTO patents (1976-2016). Predict the product of the given reaction. Given the reactants [C:1]([O:5][C:6]([N:8]1[CH2:13][CH:12]=[C:11]([C:14]2[CH:15]=[C:16]([C:20]3[CH:25]=[CH:24][CH:23]=[CH:22][CH:21]=3)[CH:17]=[CH:18][CH:19]=2)[CH2:10][CH2:9]1)=[O:7])([CH3:4])([CH3:3])[CH3:2].C1C[O:29]CC1, predict the reaction product. The product is: [C:1]([O:5][C:6]([N:8]1[CH2:9][CH2:10][C@H:11]([C:14]2[CH:15]=[C:16]([C:20]3[CH:25]=[CH:24][CH:23]=[CH:22][CH:21]=3)[CH:17]=[CH:18][CH:19]=2)[C@@H:12]([OH:29])[CH2:13]1)=[O:7])([CH3:4])([CH3:2])[CH3:3].